This data is from Catalyst prediction with 721,799 reactions and 888 catalyst types from USPTO. The task is: Predict which catalyst facilitates the given reaction. (1) Reactant: [CH3:1][O:2][C:3]1[C:4]([CH:11]=[O:12])=[N:5][CH:6]=[C:7]([O:9][CH3:10])[N:8]=1.[BH4-].[Na+]. Product: [CH3:1][O:2][C:3]1[C:4]([CH2:11][OH:12])=[N:5][CH:6]=[C:7]([O:9][CH3:10])[N:8]=1. The catalyst class is: 5. (2) Reactant: C(OC([NH:8][C@@:9]1([C:18]([OH:20])=[O:19])[CH2:11][C@@H:10]1[C:12]1[CH:17]=[CH:16][CH:15]=[CH:14][CH:13]=1)=O)(C)(C)C.[F:21][C:22]([F:27])([F:26])[C:23]([OH:25])=[O:24]. Product: [F:21][C:22]([F:27])([F:26])[C:23]([OH:25])=[O:24].[NH2:8][C@@:9]1([C:18]([O:20][CH2:22][CH3:23])=[O:19])[CH2:11][C@@H:10]1[C:12]1[CH:13]=[CH:14][CH:15]=[CH:16][CH:17]=1. The catalyst class is: 8.